This data is from Full USPTO retrosynthesis dataset with 1.9M reactions from patents (1976-2016). The task is: Predict the reactants needed to synthesize the given product. (1) Given the product [C:1]([C:3]1[CH:20]=[CH:19][CH:18]=[CH:17][C:4]=1[O:5][CH2:6][C:7]1[CH:16]=[CH:15][C:10]([C:11]([OH:13])=[O:12])=[CH:9][CH:8]=1)#[N:2], predict the reactants needed to synthesize it. The reactants are: [C:1]([C:3]1[CH:20]=[CH:19][CH:18]=[CH:17][C:4]=1[O:5][CH2:6][C:7]1[CH:16]=[CH:15][C:10]([C:11]([O:13]C)=[O:12])=[CH:9][CH:8]=1)#[N:2].[OH-].[Na+]. (2) Given the product [C:35]([C:4]1[C:3]2[CH:26]=[CH:27][CH:28]=[CH:29][C:2]=2[S:1][C:5]=1[N:6]([CH2:20][CH2:21][C:22]([F:25])([F:23])[F:24])[S:7]([C:10]1[CH:15]=[CH:14][C:13]([C:16]([O:18][CH3:19])=[O:17])=[CH:12][CH:11]=1)(=[O:8])=[O:9])(=[O:37])[CH3:36], predict the reactants needed to synthesize it. The reactants are: [S:1]1[C:5]([N:6]([CH2:20][CH2:21][C:22]([F:25])([F:24])[F:23])[S:7]([C:10]2[CH:15]=[CH:14][C:13]([C:16]([O:18][CH3:19])=[O:17])=[CH:12][CH:11]=2)(=[O:9])=[O:8])=[CH:4][C:3]2[CH:26]=[CH:27][CH:28]=[CH:29][C:2]1=2.OP(O)(O)=O.[C:35](OC(=O)C)(=[O:37])[CH3:36]. (3) Given the product [CH3:2][O:3][C:4]1[CH:5]=[C:6]([C:13]2[CH2:14][N:15]([CH2:19][CH:20]=[CH2:21])[CH2:16][CH2:17][CH:18]=2)[CH:7]=[CH:8][C:9]=1[N+:10]([O-:12])=[O:11], predict the reactants needed to synthesize it. The reactants are: [Br-].[CH3:2][O:3][C:4]1[CH:5]=[C:6]([C:13]2[CH:14]=[N+:15]([CH2:19][CH:20]=[CH2:21])[CH:16]=[CH:17][CH:18]=2)[CH:7]=[CH:8][C:9]=1[N+:10]([O-:12])=[O:11].[BH3-]C#N.[Na+]. (4) The reactants are: [OH-].[Na+].[CH2:3]([O:10][C:11]1[CH:19]=[C:18]([O:20][CH2:21][C:22]2[CH:27]=[CH:26][CH:25]=[CH:24][CH:23]=2)[CH:17]=[CH:16][C:12]=1[C:13](O)=[O:14])[C:4]1[CH:9]=[CH:8][CH:7]=[CH:6][CH:5]=1.S(Cl)([Cl:30])=O. Given the product [CH2:3]([O:10][C:11]1[CH:19]=[C:18]([O:20][CH2:21][C:22]2[CH:27]=[CH:26][CH:25]=[CH:24][CH:23]=2)[CH:17]=[CH:16][C:12]=1[C:13]([Cl:30])=[O:14])[C:4]1[CH:9]=[CH:8][CH:7]=[CH:6][CH:5]=1, predict the reactants needed to synthesize it. (5) Given the product [O:14]=[C:13]([C:15]1[CH:20]=[CH:19][CH:18]=[CH:17][CH:16]=1)[C:12]([O:22][CH3:23])=[O:21], predict the reactants needed to synthesize it. The reactants are: [Cr](Cl)([O-])(=O)=O.[NH+]1C=CC=CC=1.[C:12]([O:22][CH3:23])(=[O:21])[CH:13]([C:15]1[CH:20]=[CH:19][CH:18]=[CH:17][CH:16]=1)[OH:14]. (6) The reactants are: [Cl:1][C:2]1[CH:7]=[CH:6][C:5]([C:8]2([OH:35])[CH2:13][CH2:12][N:11]([CH2:14][CH2:15][CH:16]=[C:17]3[C:23]4[CH:24]=[CH:25][CH:26]=[N:27][C:22]=4[CH2:21][O:20][C:19]4[CH:28]=[CH:29][C:30]([OH:32])=[CH:31][C:18]3=4)[CH2:10][C:9]2([CH3:34])[CH3:33])=[CH:4][CH:3]=1.[H-].[Na+].Br[CH2:39][C:40]([O:42][CH3:43])=[O:41]. Given the product [CH3:43][O:42][C:40](=[O:41])[CH2:39][O:32][C:30]1[CH:29]=[CH:28][C:19]2[O:20][CH2:21][C:22]3[N:27]=[CH:26][CH:25]=[CH:24][C:23]=3[C:17](=[CH:16][CH2:15][CH2:14][N:11]3[CH2:12][CH2:13][C:8]([C:5]4[CH:6]=[CH:7][C:2]([Cl:1])=[CH:3][CH:4]=4)([OH:35])[C:9]([CH3:33])([CH3:34])[CH2:10]3)[C:18]=2[CH:31]=1, predict the reactants needed to synthesize it.